From a dataset of Peptide-MHC class I binding affinity with 185,985 pairs from IEDB/IMGT. Regression. Given a peptide amino acid sequence and an MHC pseudo amino acid sequence, predict their binding affinity value. This is MHC class I binding data. (1) The peptide sequence is PLHILASNK. The MHC is HLA-A31:01 with pseudo-sequence HLA-A31:01. The binding affinity (normalized) is 0.128. (2) The peptide sequence is KPKVASEAF. The binding affinity (normalized) is 0.0847. The MHC is HLA-A68:02 with pseudo-sequence HLA-A68:02. (3) The peptide sequence is IIAVFDSKLI. The MHC is HLA-A02:01 with pseudo-sequence HLA-A02:01. The binding affinity (normalized) is 0.197. (4) The peptide sequence is LSAAVKAGA. The MHC is HLA-A68:02 with pseudo-sequence HLA-A68:02. The binding affinity (normalized) is 0.765. (5) The peptide sequence is LPLEFGASA. The MHC is HLA-B51:01 with pseudo-sequence HLA-B51:01. The binding affinity (normalized) is 0.353. (6) The peptide sequence is MPEWANFKF. The MHC is HLA-B35:01 with pseudo-sequence HLA-B35:01. The binding affinity (normalized) is 0.794. (7) The peptide sequence is GLTTHCTKLR. The MHC is HLA-A33:01 with pseudo-sequence HLA-A33:01. The binding affinity (normalized) is 0.229. (8) The peptide sequence is ITNTEINSF. The MHC is HLA-A32:01 with pseudo-sequence HLA-A32:01. The binding affinity (normalized) is 0.443.